This data is from Catalyst prediction with 721,799 reactions and 888 catalyst types from USPTO. The task is: Predict which catalyst facilitates the given reaction. (1) Reactant: [C:1]1([CH:7]2[C:15]3[C:10](=[CH:11][CH:12]=[CH:13][CH:14]=3)[NH:9][C:8]2=[O:16])[CH:6]=[CH:5][CH:4]=[CH:3][CH:2]=1.[CH3:17][C:18]1[CH:23]=[CH:22][C:21]([S:24](Cl)(=[O:26])=[O:25])=[CH:20][CH:19]=1.C(=O)([O-])[O-].[Na+].[Na+].CC(C)=O. Product: [CH3:17][C:18]1[CH:23]=[CH:22][C:21]([S:24]([O:16][C:8]2[NH:9][C:10]3[C:15]([C:7]=2[C:1]2[CH:2]=[CH:3][CH:4]=[CH:5][CH:6]=2)=[CH:14][CH:13]=[CH:12][CH:11]=3)(=[O:26])=[O:25])=[CH:20][CH:19]=1. The catalyst class is: 6. (2) Reactant: [Cl:1][C:2]1[CH:7]=[CH:6][C:5]([C:8]2[CH2:13][C:12]([CH3:15])([CH3:14])[CH2:11][CH2:10][C:9]=2[CH:16]=[O:17])=[CH:4][CH:3]=1.[CH3:18][Mg]Cl. Product: [Cl:1][C:2]1[CH:3]=[CH:4][C:5]([C:8]2[CH2:13][C:12]([CH3:14])([CH3:15])[CH2:11][CH2:10][C:9]=2[CH:16]([OH:17])[CH3:18])=[CH:6][CH:7]=1. The catalyst class is: 7. (3) Reactant: [NH2:1][C@H:2]([CH2:21][C:22]1[CH:27]=[CH:26][C:25]([Cl:28])=[CH:24][CH:23]=1)[C:3]([N:5]1[CH2:10][CH2:9][N:8]([C:11]2[CH:16]=[CH:15][CH:14]=[CH:13][C:12]=2[CH2:17][N:18]([CH3:20])[CH3:19])[CH2:7][CH2:6]1)=[O:4].[N:29]1([C:42]([O:44][C:45]([CH3:48])([CH3:47])[CH3:46])=[O:43])[CH2:38][C:37]2[C:32](=[CH:33][CH:34]=[CH:35][CH:36]=2)[CH2:31][C@H:30]1[C:39](O)=[O:40].C(Cl)CCl.C1C=CC2N(O)N=NC=2C=1. Product: [CH3:19][N:18]([CH2:17][C:12]1[CH:13]=[CH:14][CH:15]=[CH:16][C:11]=1[N:8]1[CH2:7][CH2:6][N:5]([C:3](=[O:4])[C@H:2]([NH:1][C:39]([C@@H:30]2[CH2:31][C:32]3[C:37](=[CH:36][CH:35]=[CH:34][CH:33]=3)[CH2:38][N:29]2[C:42]([O:44][C:45]([CH3:48])([CH3:47])[CH3:46])=[O:43])=[O:40])[CH2:21][C:22]2[CH:23]=[CH:24][C:25]([Cl:28])=[CH:26][CH:27]=2)[CH2:10][CH2:9]1)[CH3:20]. The catalyst class is: 2. (4) Reactant: [C:1]([O:5][C:6](=[O:14])[NH:7][CH:8]1[CH2:13][CH2:12][NH:11][CH2:10][CH2:9]1)([CH3:4])([CH3:3])[CH3:2].C(N(CC)CC)C.Cl[C:23]([O:25][CH2:26][C:27]1[CH:32]=[CH:31][CH:30]=[CH:29][CH:28]=1)=[O:24]. The catalyst class is: 166. Product: [CH2:26]([O:25][C:23]([N:11]1[CH2:12][CH2:13][CH:8]([NH:7][C:6]([O:5][C:1]([CH3:4])([CH3:2])[CH3:3])=[O:14])[CH2:9][CH2:10]1)=[O:24])[C:27]1[CH:32]=[CH:31][CH:30]=[CH:29][CH:28]=1. (5) Reactant: [C:1]1([CH3:9])[CH:6]=[CH:5][C:4]([C:7]#[N:8])=[CH:3][CH:2]=1.[N-:10]=[N+:11]=[N-:12].[Na+].Cl.C(NCC)C. Product: [C:1]1([CH3:9])[CH:6]=[CH:5][C:4]([C:7]2[NH:12][N:11]=[N:10][N:8]=2)=[CH:3][CH:2]=1. The catalyst class is: 11. (6) Reactant: COC1C=C(OC)C=CC=1C[N:6]([C:36]1[CH:41]=[CH:40][N:39]=[CH:38][N:37]=1)[S:7]([C:10]1[CH:15]=[C:14]([CH3:16])[C:13]([O:17][C@H:18]2[CH2:23][CH2:22][CH2:21][CH2:20][C@@H:19]2[C:24]2[CH:25]=[N:26][N:27](C3CCCCO3)[CH:28]=2)=[CH:12][C:11]=1[F:35])(=[O:9])=[O:8].C([SiH](CC)CC)C.FC(F)(F)C(O)=O.ClCCl. Product: [F:35][C:11]1[CH:12]=[C:13]([O:17][C@H:18]2[CH2:23][CH2:22][CH2:21][CH2:20][C@@H:19]2[C:24]2[CH:25]=[N:26][NH:27][CH:28]=2)[C:14]([CH3:16])=[CH:15][C:10]=1[S:7]([NH:6][C:36]1[CH:41]=[CH:40][N:39]=[CH:38][N:37]=1)(=[O:8])=[O:9]. The catalyst class is: 5. (7) Reactant: [Br:1][C:2]1[CH:7]=[CH:6][C:5]([CH2:8][OH:9])=[C:4]([F:10])[CH:3]=1.[C:11]([Si:15](Cl)([CH3:17])[CH3:16])([CH3:14])([CH3:13])[CH3:12].N1C=CN=C1. Product: [Br:1][C:2]1[CH:7]=[CH:6][C:5]([CH2:8][O:9][Si:15]([C:11]([CH3:14])([CH3:13])[CH3:12])([CH3:17])[CH3:16])=[C:4]([F:10])[CH:3]=1. The catalyst class is: 239. (8) Reactant: [CH2:1]([O:3][C:4](=[O:18])[CH:5]([C:13]([O:15][CH2:16][CH3:17])=[O:14])[C@H:6]([C:11]#[N:12])[CH2:7][CH:8]([CH3:10])[CH3:9])[CH3:2].CCO.[O-]CC.[Na+]. Product: [CH2:1]([O:3][C:4](=[O:18])[CH:5]([C:13]([O:15][CH2:16][CH3:17])=[O:14])[CH:6]([C:11]#[N:12])[CH2:7][CH:8]([CH3:10])[CH3:9])[CH3:2]. The catalyst class is: 52.